This data is from Full USPTO retrosynthesis dataset with 1.9M reactions from patents (1976-2016). The task is: Predict the reactants needed to synthesize the given product. The reactants are: [CH:1]12[CH:6]([CH2:7][NH:8][C:9](=[O:24])[C:10]([CH:18]3[CH2:23][CH2:22][CH2:21][CH2:20][CH2:19]3)([OH:17])[C:11]3[CH:16]=[CH:15][CH:14]=[CH:13][CH:12]=3)[CH:5]1[CH2:4][NH:3][CH2:2]2.Br[CH2:26][C:27]1[CH:32]=[CH:31][CH:30]=[C:29]([CH3:33])[N:28]=1.C(=O)([O-])[O-].[K+].[K+].[I-].[K+]. Given the product [CH:11]1([C:10]([OH:17])([C:18]2[CH:19]=[CH:20][CH:21]=[CH:22][CH:23]=2)[C:9]([NH:8][CH2:7][CH:6]2[CH:5]3[CH:1]2[CH2:2][N:3]([CH2:26][C:27]2[CH:32]=[CH:31][CH:30]=[C:29]([CH3:33])[N:28]=2)[CH2:4]3)=[O:24])[CH2:16][CH2:15][CH2:14][CH2:13][CH2:12]1, predict the reactants needed to synthesize it.